From a dataset of Catalyst prediction with 721,799 reactions and 888 catalyst types from USPTO. Predict which catalyst facilitates the given reaction. Product: [CH3:11][C:12]1[N:13]=[N:14][N:15]([CH3:45])[C:16]=1[C:17]1[CH:29]=[N:28][C:27]2[C:26]3[CH:25]=[CH:24][C:23]([CH:30]=[O:31])=[CH:22][C:21]=3[N:20]([C@@H:32]([CH:39]3[CH2:44][CH2:43][O:42][CH2:41][CH2:40]3)[C:33]3[CH:38]=[CH:37][CH:36]=[CH:35][CH:34]=3)[C:19]=2[CH:18]=1. Reactant: C(Cl)(=O)C(Cl)=O.CS(C)=O.[CH3:11][C:12]1[N:13]=[N:14][N:15]([CH3:45])[C:16]=1[C:17]1[CH:29]=[N:28][C:27]2[C:26]3[CH:25]=[CH:24][C:23]([CH2:30][OH:31])=[CH:22][C:21]=3[N:20]([C@@H:32]([CH:39]3[CH2:44][CH2:43][O:42][CH2:41][CH2:40]3)[C:33]3[CH:38]=[CH:37][CH:36]=[CH:35][CH:34]=3)[C:19]=2[CH:18]=1.C(N(CC)CC)C. The catalyst class is: 2.